Dataset: Forward reaction prediction with 1.9M reactions from USPTO patents (1976-2016). Task: Predict the product of the given reaction. (1) Given the reactants [N:1]12[CH2:8][CH2:7][C:4]([C:9]([C:17]3[CH:22]=[CH:21][CH:20]=[CH:19][CH:18]=3)([C:11]3[CH:16]=[CH:15][CH:14]=[CH:13][CH:12]=3)[OH:10])([CH2:5][CH2:6]1)[CH2:3][CH2:2]2.[Br:23]C[CH:25]1[CH2:30][CH2:29][CH2:28][O:27][CH2:26]1.[CH3:31]C#N, predict the reaction product. The product is: [Br-:23].[OH:10][C:9]([C:17]1[CH:22]=[CH:21][CH:20]=[CH:19][CH:18]=1)([C:11]1[CH:12]=[CH:13][CH:14]=[CH:15][CH:16]=1)[C:4]12[CH2:5][CH2:6][N+:1]([CH2:31][CH:26]3[CH2:25][CH2:30][CH2:29][CH2:28][O:27]3)([CH2:2][CH2:3]1)[CH2:8][CH2:7]2. (2) Given the reactants O=C(OCC[N+](C)(C)C)[C@@H]([C@H]([C@@H]([C@@H](CO)O)O)O)O.C1N(CCO)CCN(CCS(O)(=O)=O)C1.C(O)[C:36](N)([CH2:39]O)[CH2:37][OH:38].COC1C=[CH:47][C:48]2[C:53]3[CH2:54][CH2:55][N:56]4C[C@H]5C[C@@H](OC(C6C=C(OC)C(OC)=C(OC)C=6)=O)[C@H](OC)[C@@H](C(OC)=O)[C@H]5C[C@@H]4[C:52]=3[NH:51][C:49]=2C=1, predict the reaction product. The product is: [CH:36]1[C:37]([OH:38])=[CH:47][C:48]2[C:53]([CH2:54][CH2:55][NH2:56])=[CH:52][NH:51][C:49]=2[CH:39]=1.